Task: Predict which catalyst facilitates the given reaction.. Dataset: Catalyst prediction with 721,799 reactions and 888 catalyst types from USPTO (1) Reactant: [CH3:1][N:2]([CH2:4][CH2:5][OH:6])[CH3:3].[H-].[Na+].Cl[C:10]1[N:17]=[C:16]([C:18]2[CH:23]=[CH:22][C:21]([CH2:24][N:25]3[CH2:30][CH2:29][CH:28]([N:31]4[C:35]5[CH:36]=[CH:37][CH:38]=[CH:39][C:34]=5[NH:33][C:32]4=[O:40])[CH2:27][CH2:26]3)=[CH:20][CH:19]=2)[C:15]([C:41]2[CH:46]=[CH:45][CH:44]=[CH:43][CH:42]=2)=[CH:14][C:11]=1[C:12]#[N:13]. Product: [CH3:1][N:2]([CH3:3])[CH2:4][CH2:5][O:6][C:10]1[N:17]=[C:16]([C:18]2[CH:23]=[CH:22][C:21]([CH2:24][N:25]3[CH2:26][CH2:27][CH:28]([N:31]4[C:35]5[CH:36]=[CH:37][CH:38]=[CH:39][C:34]=5[NH:33][C:32]4=[O:40])[CH2:29][CH2:30]3)=[CH:20][CH:19]=2)[C:15]([C:41]2[CH:42]=[CH:43][CH:44]=[CH:45][CH:46]=2)=[CH:14][C:11]=1[C:12]#[N:13]. The catalyst class is: 58. (2) Reactant: [CH:1]([NH:4][C:5]1[S:6][CH:7]=[C:8]([C:10]2[CH:19]=[C:18]([O:20][C@H:21]3[CH2:25][NH:24][C@H:23]([C:26]([NH:28][C@:29]4([C:34]([NH:36][S:37]([C:40]5[CH:45]=[CH:44][CH:43]=[CH:42][C:41]=5[NH:46][CH2:47][CH2:48][CH2:49][CH2:50][CH2:51][CH2:52][CH2:53][CH2:54][C:55]([OH:57])=O)(=[O:39])=[O:38])=[O:35])[CH2:31][C@H:30]4[CH:32]=[CH2:33])=[O:27])[CH2:22]3)[C:17]3[C:12](=[CH:13][C:14]([O:58][CH3:59])=[CH:15][CH:16]=3)[N:11]=2)[N:9]=1)([CH3:3])[CH3:2].[CH3:60]CN(C(C)C)C(C)C.C[N:70]([C:72]([O:76]N1N=NC2C=CC=NC1=2)=[N+](C)C)C.F[P-](F)(F)(F)(F)F. Product: [CH:1]([NH:4][C:5]1[S:6][CH:7]=[C:8]([C:10]2[CH:19]=[C:18]([O:20][C@H:21]3[CH2:25][N:24]4[C@H:23]([C:26](=[O:27])[NH:28][CH:29]([C@@:31]5([N:70]=[C:72]=[O:76])[CH2:30][C@H:32]5[CH:33]=[CH2:60])[C:34](=[O:35])[NH:36][S:37](=[O:38])(=[O:39])[C:40]5[C:41]([NH:46][CH2:47][CH2:48][CH2:49][CH2:50][CH2:51][CH2:52][CH2:53][CH2:54][C:55]4=[O:57])=[CH:42][CH:43]=[CH:44][CH:45]=5)[CH2:22]3)[C:17]3[C:12](=[CH:13][C:14]([O:58][CH3:59])=[CH:15][CH:16]=3)[N:11]=2)[N:9]=1)([CH3:3])[CH3:2]. The catalyst class is: 59. (3) Reactant: Br[C:2]1[C:3]([C:8]#[N:9])=[N:4][CH:5]=[CH:6][CH:7]=1.C(=O)([O-])[O-].[K+].[K+].[C:16]1([CH3:25])[CH:21]=[CH:20][CH:19]=[CH:18][C:17]=1B(O)O. Product: [C:16]1([CH3:25])[CH:21]=[CH:20][CH:19]=[CH:18][C:17]=1[C:2]1[C:3]([C:8]#[N:9])=[N:4][CH:5]=[CH:6][CH:7]=1. The catalyst class is: 837.